This data is from NCI-60 drug combinations with 297,098 pairs across 59 cell lines. The task is: Regression. Given two drug SMILES strings and cell line genomic features, predict the synergy score measuring deviation from expected non-interaction effect. (1) Drug 1: C(=O)(N)NO. Drug 2: CCC1(C2=C(COC1=O)C(=O)N3CC4=CC5=C(C=CC(=C5CN(C)C)O)N=C4C3=C2)O.Cl. Cell line: HOP-92. Synergy scores: CSS=20.5, Synergy_ZIP=-7.93, Synergy_Bliss=0.282, Synergy_Loewe=-26.6, Synergy_HSA=-0.976. (2) Drug 1: CC=C1C(=O)NC(C(=O)OC2CC(=O)NC(C(=O)NC(CSSCCC=C2)C(=O)N1)C(C)C)C(C)C. Drug 2: CC(C)CN1C=NC2=C1C3=CC=CC=C3N=C2N. Cell line: OVCAR-4. Synergy scores: CSS=15.1, Synergy_ZIP=-4.01, Synergy_Bliss=-3.18, Synergy_Loewe=-42.7, Synergy_HSA=-6.50. (3) Drug 1: C1CCC(C1)C(CC#N)N2C=C(C=N2)C3=C4C=CNC4=NC=N3. Drug 2: C1=CN(C=N1)CC(O)(P(=O)(O)O)P(=O)(O)O. Cell line: PC-3. Synergy scores: CSS=-2.14, Synergy_ZIP=-0.201, Synergy_Bliss=-3.39, Synergy_Loewe=-4.04, Synergy_HSA=-4.99. (4) Drug 1: C1=C(C(=O)NC(=O)N1)F. Drug 2: C1=NC2=C(N=C(N=C2N1C3C(C(C(O3)CO)O)F)Cl)N. Cell line: SN12C. Synergy scores: CSS=47.6, Synergy_ZIP=-4.38, Synergy_Bliss=-4.93, Synergy_Loewe=-0.0835, Synergy_HSA=0.986. (5) Drug 1: C1C(C(OC1N2C=C(C(=O)NC2=O)F)CO)O. Drug 2: CCC1(CC2CC(C3=C(CCN(C2)C1)C4=CC=CC=C4N3)(C5=C(C=C6C(=C5)C78CCN9C7C(C=CC9)(C(C(C8N6C)(C(=O)OC)O)OC(=O)C)CC)OC)C(=O)OC)O.OS(=O)(=O)O. Cell line: SF-539. Synergy scores: CSS=33.2, Synergy_ZIP=-1.28, Synergy_Bliss=-1.11, Synergy_Loewe=-0.626, Synergy_HSA=1.50. (6) Drug 1: C1=CN(C=N1)CC(O)(P(=O)(O)O)P(=O)(O)O. Drug 2: CC12CCC3C(C1CCC2OP(=O)(O)O)CCC4=C3C=CC(=C4)OC(=O)N(CCCl)CCCl.[Na+]. Cell line: NCI-H322M. Synergy scores: CSS=3.53, Synergy_ZIP=-2.39, Synergy_Bliss=0.0000867, Synergy_Loewe=0.877, Synergy_HSA=1.17. (7) Drug 1: CC1=C(C=C(C=C1)NC2=NC=CC(=N2)N(C)C3=CC4=NN(C(=C4C=C3)C)C)S(=O)(=O)N.Cl. Drug 2: C1=C(C(=O)NC(=O)N1)F. Cell line: OVCAR-8. Synergy scores: CSS=35.1, Synergy_ZIP=0.605, Synergy_Bliss=1.37, Synergy_Loewe=-1.69, Synergy_HSA=1.94. (8) Drug 1: C1=NC2=C(N=C(N=C2N1C3C(C(C(O3)CO)O)O)F)N. Drug 2: CC1CCC2CC(C(=CC=CC=CC(CC(C(=O)C(C(C(=CC(C(=O)CC(OC(=O)C3CCCCN3C(=O)C(=O)C1(O2)O)C(C)CC4CCC(C(C4)OC)O)C)C)O)OC)C)C)C)OC. Synergy scores: CSS=12.2, Synergy_ZIP=-10.9, Synergy_Bliss=-8.98, Synergy_Loewe=-7.95, Synergy_HSA=-6.76. Cell line: ACHN. (9) Drug 1: C1CC(C1)(C(=O)O)C(=O)O.[NH2-].[NH2-].[Pt+2]. Drug 2: CCCCC(=O)OCC(=O)C1(CC(C2=C(C1)C(=C3C(=C2O)C(=O)C4=C(C3=O)C=CC=C4OC)O)OC5CC(C(C(O5)C)O)NC(=O)C(F)(F)F)O. Cell line: SW-620. Synergy scores: CSS=47.8, Synergy_ZIP=-1.23, Synergy_Bliss=-2.19, Synergy_Loewe=-3.30, Synergy_HSA=-0.862. (10) Synergy scores: CSS=-8.75, Synergy_ZIP=1.61, Synergy_Bliss=-5.32, Synergy_Loewe=-9.91, Synergy_HSA=-8.92. Cell line: SK-MEL-2. Drug 1: CNC(=O)C1=CC=CC=C1SC2=CC3=C(C=C2)C(=NN3)C=CC4=CC=CC=N4. Drug 2: CN(C)C1=NC(=NC(=N1)N(C)C)N(C)C.